From a dataset of Full USPTO retrosynthesis dataset with 1.9M reactions from patents (1976-2016). Predict the reactants needed to synthesize the given product. (1) The reactants are: C(OC(=O)[NH:7][C:8]1[CH:13]=[C:12]([CH3:14])[C:11]([C:15]([F:18])([F:17])[F:16])=[CH:10][C:9]=1[NH:19][C:20](=[O:37])[CH2:21][C:22]([C:24]1[CH:29]=[CH:28][CH:27]=[C:26]([C:30]2[CH:35]=[CH:34][N:33]=[C:32]([CH3:36])[CH:31]=2)[CH:25]=1)=O)(C)(C)C.C(O)(C(F)(F)F)=O. Given the product [CH3:14][C:12]1[C:11]([C:15]([F:17])([F:16])[F:18])=[CH:10][C:9]2[NH:19][C:20](=[O:37])[CH2:21][C:22]([C:24]3[CH:29]=[CH:28][CH:27]=[C:26]([C:30]4[CH:35]=[CH:34][N:33]=[C:32]([CH3:36])[CH:31]=4)[CH:25]=3)=[N:7][C:8]=2[CH:13]=1, predict the reactants needed to synthesize it. (2) Given the product [O:24]=[C:20]1[CH2:19][C:18]2[C:22](=[CH:23][C:15]([C:13]([C:12]3[CH:11]=[C:10]([NH:9][C:6]([C:2]4[S:1][CH:5]=[CH:4][CH:3]=4)=[O:7])[CH:27]=[CH:26][CH:25]=3)=[O:14])=[CH:16][CH:17]=2)[NH:21]1, predict the reactants needed to synthesize it. The reactants are: [S:1]1[CH:5]=[CH:4][CH:3]=[C:2]1[C:6](Cl)=[O:7].[NH2:9][C:10]1[CH:11]=[C:12]([CH:25]=[CH:26][CH:27]=1)[C:13]([C:15]1[CH:23]=[C:22]2[C:18]([CH2:19][C:20](=[O:24])[NH:21]2)=[CH:17][CH:16]=1)=[O:14]. (3) Given the product [CH3:22][C:21]1[CH:23]=[CH:24][C:18]([S:15]([O:12][CH2:11][C:6]2([CH2:9][O:10][S:15]([C:18]3[CH:24]=[CH:23][C:21]([CH3:22])=[CH:20][CH:19]=3)(=[O:17])=[O:16])[CH2:5][CH2:4][C:3]([O:2][CH3:1])([O:13][CH3:14])[CH2:8][CH2:7]2)(=[O:17])=[O:16])=[CH:19][CH:20]=1, predict the reactants needed to synthesize it. The reactants are: [CH3:1][O:2][C:3]1([O:13][CH3:14])[CH2:8][CH2:7][C:6]([CH2:11][OH:12])([CH2:9][OH:10])[CH2:5][CH2:4]1.[S:15](Cl)([C:18]1[CH:24]=[CH:23][C:21]([CH3:22])=[CH:20][CH:19]=1)(=[O:17])=[O:16]. (4) The reactants are: [Br:1][C:2]1[C:3]([F:11])=[C:4]([CH:8]=[CH:9][CH:10]=1)[C:5](O)=[O:6]. Given the product [Br:1][C:2]1[C:3]([F:11])=[C:4]([CH2:5][OH:6])[CH:8]=[CH:9][CH:10]=1, predict the reactants needed to synthesize it. (5) Given the product [Cl:3][C:4]1[CH:5]=[CH:6][C:7]2[N:13]([CH3:16])[C:12](=[O:14])[O:11][C:9](=[O:10])[C:8]=2[CH:15]=1, predict the reactants needed to synthesize it. The reactants are: [H-].[Na+].[Cl:3][C:4]1[CH:15]=[C:8]2[C:9]([O:11][C:12](=[O:14])[NH:13][C:7]2=[CH:6][CH:5]=1)=[O:10].[CH3:16]I. (6) Given the product [CH2:3]([NH:10][C:11](=[O:41])[N:12]([C:14]1[CH:15]=[C:16]([C:20]2[CH:25]=[CH:24][C:23]([CH2:26][CH2:27][C:28]([OH:30])=[O:29])=[CH:22][C:21]=2[O:32][CH2:33][CH2:34][N:35]2[CH2:40][CH2:39][O:38][CH2:37][CH2:36]2)[CH:17]=[CH:18][CH:19]=1)[CH3:13])[CH2:4][CH2:5][CH2:6][CH2:7][CH2:8][CH3:9], predict the reactants needed to synthesize it. The reactants are: [OH-].[Na+].[CH2:3]([NH:10][C:11](=[O:41])[N:12]([C:14]1[CH:15]=[C:16]([C:20]2[CH:25]=[CH:24][C:23]([CH2:26][CH2:27][C:28]([O:30]C)=[O:29])=[CH:22][C:21]=2[O:32][CH2:33][CH2:34][N:35]2[CH2:40][CH2:39][O:38][CH2:37][CH2:36]2)[CH:17]=[CH:18][CH:19]=1)[CH3:13])[CH2:4][CH2:5][CH2:6][CH2:7][CH2:8][CH3:9].O. (7) Given the product [CH2:15]([O:14][C:10]([C:11]1[N:28]([S:29]([C:32]2[CH:33]=[CH:34][C:35]([CH3:38])=[CH:36][CH:37]=2)(=[O:31])=[O:30])[C:21]2[C:20]([CH:12]=1)=[CH:19][C:18]([Br:17])=[C:23]([C:24]([F:27])([F:25])[F:26])[CH:22]=2)=[O:13])[CH3:16], predict the reactants needed to synthesize it. The reactants are: C(N(CC)C(C)C)(C)C.[C:10]([O:14][CH2:15][CH3:16])(=[O:13])[CH2:11][CH3:12].[Br:17][C:18]1[C:23]([C:24]([F:27])([F:26])[F:25])=[CH:22][C:21]([NH:28][S:29]([C:32]2[CH:37]=[CH:36][C:35]([CH3:38])=[CH:34][CH:33]=2)(=[O:31])=[O:30])=[C:20](I)[CH:19]=1. (8) Given the product [CH3:26][C:25]1[S:27][C:2]2[CH2:8][CH2:7][CH2:6][C:5]3[CH:9]=[C:10]([N:13]4[CH2:17][C@H:16]([CH2:18][NH:19][C:20](=[O:22])[CH3:21])[O:15][C:14]4=[O:23])[CH:11]=[CH:12][C:4]=3[C:3]=2[N:28]=1, predict the reactants needed to synthesize it. The reactants are: Br[CH:2]1[CH2:8][CH2:7][CH2:6][C:5]2[CH:9]=[C:10]([N:13]3[CH2:17][C@H:16]([CH2:18][NH:19][C:20](=[O:22])[CH3:21])[O:15][C:14]3=[O:23])[CH:11]=[CH:12][C:4]=2[C:3]1=O.[C:25]([NH2:28])(=[S:27])[CH3:26]. (9) The reactants are: [Mg].C(Br)C.[CH:5]1([C:8]#[CH:9])[CH2:7][CH2:6]1.CC.[CH3:12][O:13][CH:14](OC)[O:15][CH3:16]. Given the product [CH3:12][O:13][CH:14]([O:15][CH3:16])[C:9]#[C:8][CH:5]1[CH2:7][CH2:6]1, predict the reactants needed to synthesize it.